This data is from Retrosynthesis with 50K atom-mapped reactions and 10 reaction types from USPTO. The task is: Predict the reactants needed to synthesize the given product. (1) Given the product CCc1ccc2cccc(C(C)=O)c2c1, predict the reactants needed to synthesize it. The reactants are: CC(=O)Cl.CCc1ccc2ccccc2c1. (2) The reactants are: CCC(CC)(c1ccc(CCC(O[Si](C)(C)C(C)(C)C)C(C)(C)C)c(C)c1)c1ccc(B2OC(C)(C)C(C)(C)O2)c(C)c1.CCOC(=O)Cc1ccc(Cl)nc1. Given the product CCOC(=O)Cc1ccc(-c2ccc(C(CC)(CC)c3ccc(CCC(O[Si](C)(C)C(C)(C)C)C(C)(C)C)c(C)c3)cc2C)nc1, predict the reactants needed to synthesize it. (3) Given the product Cc1ccc(Cl)cc1-c1c(C(N)=O)cc(-c2nc(N)ncc2C#Cc2ccc(C(=O)N3CCN(C)CC3)cc2)n1COCC[Si](C)(C)C, predict the reactants needed to synthesize it. The reactants are: C#Cc1ccc(C(=O)N2CCN(C)CC2)cc1.Cc1ccc(Cl)cc1-c1c(C(N)=O)cc(-c2nc(N)ncc2I)n1COCC[Si](C)(C)C.